This data is from Reaction yield outcomes from USPTO patents with 853,638 reactions. The task is: Predict the reaction yield, written as a fraction of the theoretical maximum amount of product (1.0 means a 100% yield; for example, 0.34 means a 34% yield). (1) The product is [C:1]([O:5][C:6]([N:8]1[CH2:12][CH2:11][CH2:10][C@H:9]1[C:13]#[C:14][C:18]1[CH:19]=[N:20][CH:21]=[CH:16][CH:17]=1)=[O:7])([CH3:4])([CH3:3])[CH3:2]. The yield is 0.710. The catalyst is C1C=CC([P]([Pd]([P](C2C=CC=CC=2)(C2C=CC=CC=2)C2C=CC=CC=2)([P](C2C=CC=CC=2)(C2C=CC=CC=2)C2C=CC=CC=2)[P](C2C=CC=CC=2)(C2C=CC=CC=2)C2C=CC=CC=2)(C2C=CC=CC=2)C2C=CC=CC=2)=CC=1.C([O-])(=O)C.[Pd+2].C([O-])(=O)C.[Cu]I. The reactants are [C:1]([O:5][C:6]([N:8]1[CH2:12][CH2:11][CH2:10][C@H:9]1[C:13]#[CH:14])=[O:7])([CH3:4])([CH3:3])[CH3:2].Br[C:16]1[CH:17]=[CH:18][CH:19]=[N:20][CH:21]=1. (2) The product is [F:25][C:22]1[CH:23]=[CH:24][C:19]([S:10][CH2:7][CH2:8][CH3:9])=[C:20]([N+:26]([O-:28])=[O:27])[CH:21]=1. The catalyst is O. The reactants are C(=O)([O-])[O-].[K+].[K+].[CH2:7]([SH:10])[CH2:8][CH3:9].CN1CCCC1=O.F[C:19]1[CH:24]=[CH:23][C:22]([F:25])=[CH:21][C:20]=1[N+:26]([O-:28])=[O:27]. The yield is 0.990.